Predict which catalyst facilitates the given reaction. From a dataset of Catalyst prediction with 721,799 reactions and 888 catalyst types from USPTO. (1) Reactant: [C:1]([O:5][C:6]([N:8]1[CH:13]([CH2:14][C:15]2[CH:19]=[CH:18][NH:17][N:16]=2)[CH2:12][CH:11]([N:20]([CH2:25][C:26]2[CH:31]=[C:30]([C:32]([F:35])([F:34])[F:33])[CH:29]=[C:28]([C:36]([F:39])([F:38])[F:37])[CH:27]=2)[C:21]([O:23][CH3:24])=[O:22])[CH2:10][CH:9]1[CH2:40][CH3:41])=[O:7])([CH3:4])([CH3:3])[CH3:2].C(=O)([O-])[O-].[K+].[K+].I[CH2:49][CH3:50].O. Product: [C:1]([O:5][C:6]([N:8]1[CH:13]([CH2:14][C:15]2[CH:19]=[CH:18][N:17]([CH2:49][CH3:50])[N:16]=2)[CH2:12][CH:11]([N:20]([CH2:25][C:26]2[CH:31]=[C:30]([C:32]([F:35])([F:34])[F:33])[CH:29]=[C:28]([C:36]([F:38])([F:37])[F:39])[CH:27]=2)[C:21]([O:23][CH3:24])=[O:22])[CH2:10][CH:9]1[CH2:40][CH3:41])=[O:7])([CH3:4])([CH3:3])[CH3:2]. The catalyst class is: 3. (2) Reactant: [Cl:1][C:2]1[CH:3]=[C:4]([CH:9]([C:25]([F:28])([F:27])[F:26])/[CH:10]=[CH:11]/[C:12]2[CH:13]=[CH:14][C:15]([N:20]3[CH:24]=[N:23][CH:22]=[N:21]3)=[C:16]([CH:19]=2)[C:17]#[N:18])[CH:5]=[C:6]([Cl:8])[CH:7]=1.CC([O-])=O.[Na+].[Cl-].[OH:35][NH3+:36]. Product: [Cl:1][C:2]1[CH:3]=[C:4]([CH:9]([C:25]([F:27])([F:26])[F:28])/[CH:10]=[CH:11]/[C:12]2[CH:13]=[CH:14][C:15]([N:20]3[CH:24]=[N:23][CH:22]=[N:21]3)=[C:16]([CH:19]=2)/[C:17](=[N:36]/[OH:35])/[NH2:18])[CH:5]=[C:6]([Cl:8])[CH:7]=1. The catalyst class is: 40.